From a dataset of Forward reaction prediction with 1.9M reactions from USPTO patents (1976-2016). Predict the product of the given reaction. (1) Given the reactants [Cl:1][C:2]1[C:7]([C:8]2[CH:13]=[CH:12][CH:11]=[CH:10][CH:9]=2)=[N:6][N:5]=[C:4]2[NH:14][N:15]=[C:16]([C:17]3[CH:22]=[CH:21][CH:20]=[C:19]([F:23])[CH:18]=3)[C:3]=12.O[CH2:25][CH2:26][N:27]1[CH2:31][CH2:30][CH2:29][C:28]1=[O:32], predict the reaction product. The product is: [Cl:1][C:2]1[C:7]([C:8]2[CH:13]=[CH:12][CH:11]=[CH:10][CH:9]=2)=[N:6][N:5]=[C:4]2[N:14]([CH2:25][CH2:26][N:27]3[CH2:31][CH2:30][CH2:29][C:28]3=[O:32])[N:15]=[C:16]([C:17]3[CH:22]=[CH:21][CH:20]=[C:19]([F:23])[CH:18]=3)[C:3]=12. (2) Given the reactants C([O:8][C:9](=[O:32])[C@@H:10]1[CH2:14][CH2:13][CH2:12][N:11]1[C:15](=[O:31])[CH:16]([CH:27]([CH2:29][CH3:30])[CH3:28])[NH:17][C:18](=[O:26])[CH2:19][C:20]1[CH:25]=[CH:24][CH:23]=[CH:22][CH:21]=1)C1C=CC=CC=1.[H][H], predict the reaction product. The product is: [C:20]1([CH2:19][C:18]([NH:17][CH:16]([C:15]([N:11]2[CH2:12][CH2:13][CH2:14][C@H:10]2[C:9]([OH:32])=[O:8])=[O:31])[CH:27]([CH2:29][CH3:30])[CH3:28])=[O:26])[CH:21]=[CH:22][CH:23]=[CH:24][CH:25]=1. (3) Given the reactants [Cl:1][C:2]1[C:7]([CH3:8])=[CH:6][C:5](B2OC(C)(C)C(C)(C)O2)=[C:4]([O:18][CH3:19])[CH:3]=1.Cl[C:21]1[C:30]2[C:25](=[CH:26][C:27]([S:31]([O:34][C:35]3[C:40]([F:41])=[C:39]([F:42])[C:38]([F:43])=[C:37]([F:44])[C:36]=3[F:45])(=[O:33])=[O:32])=[CH:28][CH:29]=2)[CH:24]=[CH:23][N:22]=1.P([O-])([O-])([O-])=O.[K+].[K+].[K+], predict the reaction product. The product is: [Cl:1][C:2]1[C:7]([CH3:8])=[CH:6][C:5]([C:21]2[C:30]3[C:25](=[CH:26][C:27]([S:31]([O:34][C:35]4[C:36]([F:45])=[C:37]([F:44])[C:38]([F:43])=[C:39]([F:42])[C:40]=4[F:41])(=[O:33])=[O:32])=[CH:28][CH:29]=3)[CH:24]=[CH:23][N:22]=2)=[C:4]([O:18][CH3:19])[CH:3]=1. (4) Given the reactants C([C:3]1[CH:4]=[C:5]([CH:21]=[CH:22][C:23]=1[B:24]1[O:28]C(C)(C)[C:26](C)(C)[O:25]1)[O:6][C:7]1[CH:14]=[CH:13][C:10]([C:11]#[N:12])=[C:9]([N:15]([CH2:17][CH2:18][O:19][CH3:20])[CH3:16])[N:8]=1)=O.[BH4-].[Na+].Cl, predict the reaction product. The product is: [OH:28][B:24]1[C:23]2[CH:22]=[CH:21][C:5]([O:6][C:7]3[CH:14]=[CH:13][C:10]([C:11]#[N:12])=[C:9]([N:15]([CH2:17][CH2:18][O:19][CH3:20])[CH3:16])[N:8]=3)=[CH:4][C:3]=2[CH2:26][O:25]1. (5) The product is: [Cl:36][C:9]1[N:8]2[C:11]([CH3:23])=[N:12][C:13]([C:14]3[C:19]([CH3:20])=[CH:18][C:17]([CH3:21])=[CH:16][C:15]=3[CH3:22])=[C:7]2[N:6]=[C:5]([CH3:24])[C:4]=1[CH2:3][CH2:2][Cl:1]. Given the reactants [Cl:1][CH2:2][CH2:3][C:4]1[C:5]([CH3:24])=[N:6][C:7]2[N:8]([C:11]([CH3:23])=[N:12][C:13]=2[C:14]2[C:19]([CH3:20])=[CH:18][C:17]([CH3:21])=[CH:16][C:15]=2[CH3:22])[C:9]=1O.CN(C)C1C=CC=CC=1.P(Cl)(Cl)([Cl:36])=O, predict the reaction product. (6) The product is: [F:38][C:35]([F:36])([F:37])[O:34][C:31]1[CH:32]=[CH:33][C:28](/[CH:27]=[CH:26]/[C:23]2[O:24][CH:25]=[C:21]([CH2:20][O:18][C:15]3[CH:14]=[CH:13][C:12]([CH2:11][CH2:10][CH2:9][CH2:8][C:7]4[N:6]=[N:5][NH:4][N:3]=4)=[CH:17][CH:16]=3)[N:22]=2)=[CH:29][CH:30]=1. Given the reactants [H-].[Na+].[NH:3]1[C:7]([CH2:8][CH2:9][CH2:10][CH2:11][C:12]2[CH:17]=[CH:16][C:15]([OH:18])=[CH:14][CH:13]=2)=[N:6][N:5]=[N:4]1.Cl[CH2:20][C:21]1[N:22]=[C:23]([CH:26]=[CH:27][C:28]2[CH:33]=[CH:32][C:31]([O:34][C:35]([F:38])([F:37])[F:36])=[CH:30][CH:29]=2)[O:24][CH:25]=1.Cl, predict the reaction product. (7) Given the reactants [CH3:1][O:2][C:3]([C:5]1[S:6][CH:7]=[CH:8][C:9]=1[S:10](Cl)(=[O:12])=[O:11])=[O:4].[NH2:14][C:15]1[O:19][N:18]=[C:17]([CH3:20])[C:16]=1[CH3:21], predict the reaction product. The product is: [CH3:20][C:17]1[C:16]([CH3:21])=[C:15]([NH:14][S:10]([C:9]2[CH:8]=[CH:7][S:6][C:5]=2[C:3]([O:2][CH3:1])=[O:4])(=[O:12])=[O:11])[O:19][N:18]=1. (8) Given the reactants [Br:1][C:2]1[CH:14]=[CH:13][C:12]2[C:11]3[C:6](=[CH:7][CH:8]=[CH:9][CH:10]=3)[CH2:5][C:4]=2[CH:3]=1.II.[I:17](O)(O)(O)(O)(O)=O.S(=O)(=O)(O)O, predict the reaction product. The product is: [Br:1][C:2]1[CH:14]=[CH:13][C:12]2[C:11]3[C:6](=[CH:7][C:8]([I:17])=[CH:9][CH:10]=3)[CH2:5][C:4]=2[CH:3]=1. (9) Given the reactants Cl.[NH:2]1[CH2:6][CH2:5][CH2:4][C@H:3]1[C:7]1[NH:8][C:9]([C:12]2[CH:17]=[CH:16][C:15]([O:18][C:19]3[CH:24]=[CH:23][CH:22]=[C:21]([C:25]4[N:26]=[C:27]([C@@H:30]5[CH2:34][CH2:33][CH2:32][NH:31]5)[NH:28][CH:29]=4)[CH:20]=3)=[CH:14][CH:13]=2)=[CH:10][N:11]=1.C(N(CC)[CH:39]([CH3:41])[CH3:40])(C)C.CN(C(ON1N=N[C:54]2[CH:55]=[CH:56][CH:57]=N[C:53]1=2)=[N+](C)C)C.F[P-](F)(F)(F)(F)F.[C:68]1([CH2:74][C:75]([OH:77])=O)[CH:73]=[CH:72][CH:71]=[CH:70][CH:69]=1.CN(C=[O:82])C, predict the reaction product. The product is: [C:41]1([CH2:39][C:40]([N:2]2[CH2:6][CH2:5][CH2:4][C@H:3]2[C:7]2[NH:8][C:9]([C:12]3[CH:17]=[CH:16][C:15]([O:18][C:19]4[CH:24]=[CH:23][CH:22]=[C:21]([C:25]5[N:26]=[C:27]([C@@H:30]6[CH2:34][CH2:33][CH2:32][N:31]6[C:75](=[O:77])[CH2:74][C:68]6[CH:69]=[CH:70][CH:71]=[CH:72][CH:73]=6)[NH:28][CH:29]=5)[CH:20]=4)=[CH:14][CH:13]=3)=[CH:10][N:11]=2)=[O:82])[CH:57]=[CH:56][CH:55]=[CH:54][CH:53]=1. (10) Given the reactants [NH2:1][C:2]1[C:11]2[C:6](=[CH:7][CH:8]=[CH:9][CH:10]=2)[C:5]([C:12]#[N:13])=[N:4][CH:3]=1.[C:14](Cl)(Cl)=[S:15], predict the reaction product. The product is: [N:1]([C:2]1[C:11]2[C:6](=[CH:7][CH:8]=[CH:9][CH:10]=2)[C:5]([C:12]#[N:13])=[N:4][CH:3]=1)=[C:14]=[S:15].